This data is from Catalyst prediction with 721,799 reactions and 888 catalyst types from USPTO. The task is: Predict which catalyst facilitates the given reaction. (1) Reactant: [CH3:1][N:2]1[C:6]2[CH:7]=[CH:8][CH:9]=[CH:10][C:5]=2[N:4]=[C:3]1[NH2:11].N1C=CC=CC=1.Cl[C:19]([O:21][CH2:22][C:23]([Cl:26])([Cl:25])[Cl:24])=[O:20].O. Product: [CH3:1][N:2]1[C:6]2[CH:7]=[CH:8][CH:9]=[CH:10][C:5]=2[N:4]=[C:3]1[NH:11][C:19](=[O:20])[O:21][CH2:22][C:23]([Cl:26])([Cl:25])[Cl:24]. The catalyst class is: 7. (2) Reactant: CC1(C)C(C)(C)OB([C:9]2[CH:10]=[N:11][NH:12][CH:13]=2)O1.[O-]P([O-])([O-])=O.[K+].[K+].[K+].O.Br[C:25]1[CH:53]=[CH:52][C:28]([C:29]([NH:31][CH2:32][C:33]2[C:42](=[O:43])[C:41]3[C:36](=[CH:37][C:38]([Cl:44])=[CH:39][CH:40]=3)[N:35]([C:45]3[CH:50]=[CH:49][CH:48]=[CH:47][C:46]=3[Cl:51])[CH:34]=2)=[O:30])=[CH:27][N:26]=1.O. Product: [Cl:44][C:38]1[CH:37]=[C:36]2[C:41]([C:42](=[O:43])[C:33]([CH2:32][NH:31][C:29](=[O:30])[C:28]3[CH:52]=[CH:53][C:25]([C:9]4[CH:13]=[N:12][NH:11][CH:10]=4)=[N:26][CH:27]=3)=[CH:34][N:35]2[C:45]2[CH:50]=[CH:49][CH:48]=[CH:47][C:46]=2[Cl:51])=[CH:40][CH:39]=1. The catalyst class is: 151. (3) Reactant: [OH:1][CH:2]1[CH2:7][CH2:6][N:5]([C:8]([O:10][C:11]([CH3:14])([CH3:13])[CH3:12])=[O:9])[CH2:4][CH2:3]1.[H-].[Na+].[H][H].[Cl:19][C:20]1[CH:25]=[N:24][CH:23]=[C:22](Cl)[N:21]=1. Product: [Cl:19][C:20]1[N:21]=[C:22]([O:1][CH:2]2[CH2:3][CH2:4][N:5]([C:8]([O:10][C:11]([CH3:14])([CH3:13])[CH3:12])=[O:9])[CH2:6][CH2:7]2)[CH:23]=[N:24][CH:25]=1. The catalyst class is: 3. (4) Reactant: [Cl:1][C:2]1[S:6][C:5]([C:7]2([OH:18])[CH2:12][CH2:11][N:10](C(OCC)=O)[CH2:9][CH2:8]2)=[CH:4][CH:3]=1.[OH-].[K+]. Product: [Cl:1][C:2]1[S:6][C:5]([C:7]2([OH:18])[CH2:8][CH2:9][NH:10][CH2:11][CH2:12]2)=[CH:4][CH:3]=1. The catalyst class is: 32. (5) Reactant: [CH2:1]([N:8]1[C:13]([CH3:14])=[CH:12][C:11]([OH:15])=[CH:10][C:9]1=[O:16])[C:2]1[CH:7]=[CH:6][CH:5]=[CH:4][CH:3]=1.C(=O)([O-])[O-].[K+].[K+].[Br:23][C:24]1[CH:29]=[CH:28][C:27]([S:30](Cl)(=[O:32])=[O:31])=[CH:26][CH:25]=1.Cl. Product: [Br:23][C:24]1[CH:29]=[CH:28][C:27]([S:30]([O:15][C:11]2[CH:12]=[C:13]([CH3:14])[N:8]([CH2:1][C:2]3[CH:3]=[CH:4][CH:5]=[CH:6][CH:7]=3)[C:9](=[O:16])[CH:10]=2)(=[O:32])=[O:31])=[CH:26][CH:25]=1. The catalyst class is: 650. (6) Reactant: Br[C:2]1[CH:7]=[CH:6][C:5]([S:8]([NH:11][CH2:12][CH3:13])(=[O:10])=[O:9])=[C:4]([O:14][C:15]([F:18])([F:17])[F:16])[CH:3]=1.[C:19]([C:21]1[N:25]([CH3:26])[C:24](B(O)O)=[CH:23][CH:22]=1)#[N:20].[F-].[K+].C(P(C(C)(C)C)C(C)(C)C)(C)(C)C. Product: [C:19]([C:21]1[N:25]([CH3:26])[C:24]([C:2]2[CH:7]=[CH:6][C:5]([S:8]([NH:11][CH2:12][CH3:13])(=[O:10])=[O:9])=[C:4]([O:14][C:15]([F:18])([F:17])[F:16])[CH:3]=2)=[CH:23][CH:22]=1)#[N:20]. The catalyst class is: 110. (7) Reactant: [CH3:1][O:2][C:3]1[CH:4]=[C:5]([S:9][C:10]2[CH:17]=[CH:16][C:13]([C:14]#[N:15])=[CH:12][CH:11]=2)[CH:6]=[CH:7][CH:8]=1.C1COCC1.[H-].[Al+3].[Li+].[H-].[H-].[H-].[OH-].[Na+]. Product: [CH3:1][O:2][C:3]1[CH:4]=[C:5]([S:9][C:10]2[CH:17]=[CH:16][C:13]([CH2:14][NH2:15])=[CH:12][CH:11]=2)[CH:6]=[CH:7][CH:8]=1. The catalyst class is: 97.